This data is from Full USPTO retrosynthesis dataset with 1.9M reactions from patents (1976-2016). The task is: Predict the reactants needed to synthesize the given product. (1) Given the product [CH:27]1([NH:26][C:24](=[O:25])[C:23]2[CH:30]=[CH:31][C:32]([CH3:33])=[C:21]([N:17]3[CH:18]=[CH:19][N:20]=[C:15]([NH:14][C:11]4([C:6]5[CH:7]=[CH:8][CH:9]=[CH:10][C:5]=5[O:4][CH2:3][CH2:2][NH:36][CH3:35])[CH2:13][CH2:12]4)[C:16]3=[O:34])[CH:22]=2)[CH2:29][CH2:28]1, predict the reactants needed to synthesize it. The reactants are: Cl[CH2:2][CH2:3][O:4][C:5]1[CH:10]=[CH:9][CH:8]=[CH:7][C:6]=1[C:11]1([NH:14][C:15]2[C:16](=[O:34])[N:17]([C:21]3[CH:22]=[C:23]([CH:30]=[CH:31][C:32]=3[CH3:33])[C:24]([NH:26][CH:27]3[CH2:29][CH2:28]3)=[O:25])[CH:18]=[CH:19][N:20]=2)[CH2:13][CH2:12]1.[CH3:35][NH2:36].C(OCC)C. (2) Given the product [Cl:1][C:2]1[N:3]=[CH:4][C:5]2[N:11]([CH3:23])[C:10](=[O:12])[C:9]([CH3:13])([CH3:14])[CH2:8][N:7]([CH:15]3[CH2:16][CH2:17][CH2:18][CH2:19]3)[C:6]=2[N:20]=1, predict the reactants needed to synthesize it. The reactants are: [Cl:1][C:2]1[N:3]=[CH:4][C:5]2[NH:11][C:10](=[O:12])[C:9]([CH3:14])([CH3:13])[CH2:8][N:7]([CH:15]3[CH2:19][CH2:18][CH2:17][CH2:16]3)[C:6]=2[N:20]=1.IC.[C:23](=O)([O-])[O-].[Cs+].[Cs+]. (3) Given the product [CH3:22][O:23][C:24]([CH2:25][N:11]1[CH2:10][CH2:9][C:8]2[C:7]([C:1]3[CH:2]=[CH:3][CH:4]=[CH:5][CH:6]=3)=[CH:16][C:15]3[C:17](=[O:21])[C:18](=[O:20])[NH:19][C:14]=3[C:13]=2[CH2:12]1)=[O:27], predict the reactants needed to synthesize it. The reactants are: [C:1]1([C:7]2[C:8]3[CH2:9][CH2:10][NH:11][CH2:12][C:13]=3[C:14]3[NH:19][C:18](=[O:20])[C:17](=[O:21])[C:15]=3[CH:16]=2)[CH:6]=[CH:5][CH:4]=[CH:3][CH:2]=1.[CH3:22][O:23][C:24](=[O:27])[CH2:25]Br.C(=O)([O-])[O-].[K+].[K+]. (4) Given the product [CH2-:1][C:2]([CH3:4])=[O:3].[NH2:5][CH2:8][C@@H:9]1[C@H:13]([OH:14])[C@H:12]([OH:15])[C@H:11]([N:16]2[CH:24]=[N:23][C:22]3[C:17]2=[N:18][CH:19]=[N:20][C:21]=3[CH:25]2[CH2:29][CH2:28][O:27][CH2:26]2)[O:10]1, predict the reactants needed to synthesize it. The reactants are: [CH2-:1][C:2]([CH3:4])=[O:3].[N:5]([CH2:8][C@@H:9]1[C@H:13]([OH:14])[C@H:12]([OH:15])[C@H:11]([N:16]2[CH:24]=[N:23][C:22]3[C:17]2=[N:18][CH:19]=[N:20][C:21]=3[CH:25]2[CH2:29][CH2:28][O:27][CH2:26]2)[O:10]1)=[N+]=[N-]. (5) Given the product [CH3:19][O:18][C:11]1[CH:12]=[CH:13][CH:14]=[C:15]([O:16][CH3:17])[C:10]=1[CH:2]1[N:1]([CH2:29][C:28]2[CH:31]=[CH:32][CH:33]=[C:26]([N:20]3[CH2:25][CH2:24][CH2:23][CH2:22][CH2:21]3)[CH:27]=2)[C:6](=[O:8])[CH2:5][CH2:4][CH2:3]1, predict the reactants needed to synthesize it. The reactants are: [NH2:1][CH:2]([C:10]1[C:15]([O:16][CH3:17])=[CH:14][CH:13]=[CH:12][C:11]=1[O:18][CH3:19])[CH2:3][CH2:4][CH2:5][C:6]([O:8]C)=O.[N:20]1([C:26]2[CH:27]=[C:28]([CH:31]=[CH:32][CH:33]=2)[CH:29]=O)[CH2:25][CH2:24][CH2:23][CH2:22][CH2:21]1. (6) Given the product [CH3:25][C:26]1([CH3:38])[O:30][C@H:29]([CH2:31][N:32]2[CH:36]=[CH:35][C:34]([NH:37][C:13](=[O:15])[CH:12]([N:8]3[C:9](=[O:11])[CH:10]=[C:5]([O:4][C:3]4[C:20]([F:24])=[CH:21][CH:22]=[CH:23][C:2]=4[F:1])[CH:6]=[N:7]3)[CH2:16][CH:17]([CH3:19])[CH3:18])=[N:33]2)[CH2:28][O:27]1, predict the reactants needed to synthesize it. The reactants are: [F:1][C:2]1[CH:23]=[CH:22][CH:21]=[C:20]([F:24])[C:3]=1[O:4][C:5]1[CH:6]=[N:7][N:8]([CH:12]([CH2:16][CH:17]([CH3:19])[CH3:18])[C:13]([OH:15])=O)[C:9](=[O:11])[CH:10]=1.[CH3:25][C:26]1([CH3:38])[O:30][C@H:29]([CH2:31][N:32]2[CH:36]=[CH:35][C:34]([NH2:37])=[N:33]2)[CH2:28][O:27]1. (7) Given the product [N:8]1[C:9]2[C:4](=[C:3]([NH:1][NH:2][C:26]([CH:24]3[CH:23]4[CH:18]([CH2:19][CH2:20][CH2:21][CH2:22]4)[CH:17]4[CH:25]3[CH2:13][CH2:14][CH2:15][CH2:16]4)=[O:27])[CH:12]=[CH:11][CH:10]=2)[CH:5]=[CH:6][CH:7]=1, predict the reactants needed to synthesize it. The reactants are: [NH:1]([C:3]1[CH:12]=[CH:11][CH:10]=[C:9]2[C:4]=1[CH:5]=[CH:6][CH:7]=[N:8]2)[NH2:2].[CH2:13]1[CH:25]2[CH:17]([CH:18]3[CH:23]([CH:24]2[C:26](O)=[O:27])[CH2:22][CH2:21][CH2:20][CH2:19]3)[CH2:16][CH2:15][CH2:14]1.